This data is from Reaction yield outcomes from USPTO patents with 853,638 reactions. The task is: Predict the reaction yield, written as a fraction of the theoretical maximum amount of product (1.0 means a 100% yield; for example, 0.34 means a 34% yield). The reactants are C(=O)([O-])[O-].[K+].[K+].CN(C=O)C.[Cl:12][C:13]1[CH:14]=[CH:15][C:16]([NH:23][C:24](=[O:27])[CH2:25]Cl)=[C:17]([CH:22]=1)[C:18]([O:20][CH3:21])=[O:19].[C:28]([C:32]1[CH:33]=[C:34]([OH:38])[CH:35]=[CH:36][CH:37]=1)([CH3:31])([CH3:30])[CH3:29]. The catalyst is C(OCC)(=O)C.O. The product is [C:28]([C:32]1[CH:33]=[C:34]([CH:35]=[CH:36][CH:37]=1)[O:38][CH2:25][C:24]([NH:23][C:16]1[CH:15]=[CH:14][C:13]([Cl:12])=[CH:22][C:17]=1[C:18]([O:20][CH3:21])=[O:19])=[O:27])([CH3:31])([CH3:29])[CH3:30]. The yield is 0.300.